From a dataset of Full USPTO retrosynthesis dataset with 1.9M reactions from patents (1976-2016). Predict the reactants needed to synthesize the given product. (1) Given the product [CH2:26]([N:28]([CH2:32][CH2:33][O:25][C:19]1[CH:18]=[C:17]2[C:22]([C:13]([O:12][C:7]3[CH:8]=[C:9]4[C:4](=[CH:5][CH:6]=3)[NH:3][C:2]([CH3:1])=[C:10]4[CH3:11])=[N:14][CH:15]=[N:16]2)=[CH:21][C:20]=1[O:23][CH3:24])[CH2:29][CH3:30])[CH3:27], predict the reactants needed to synthesize it. The reactants are: [CH3:1][C:2]1[NH:3][C:4]2[C:9]([C:10]=1[CH3:11])=[CH:8][C:7]([O:12][C:13]1[C:22]3[C:17](=[CH:18][C:19]([OH:25])=[C:20]([O:23][CH3:24])[CH:21]=3)[N:16]=[CH:15][N:14]=1)=[CH:6][CH:5]=2.[CH2:26]([N:28]([CH2:32][CH3:33])[CH2:29][CH2:30]O)[CH3:27]. (2) The reactants are: FC1C(N2CCNCC2)=CC2NC=C3C(=O)N(C4C=CC=CC=4)N=C3C=2C=1.F[C:29]1[C:30]([F:49])=[CH:31][C:32]2[C:33]3[C:34]([C:39](=[O:48])[N:40]([C:42]4[CH:47]=[CH:46][CH:45]=[CH:44][CH:43]=4)[N:41]=3)=[CH:35][NH:36][C:37]=2[CH:38]=1.[CH3:50][CH:51]1[O:56][CH:55]([CH3:57])[CH2:54][NH:53][CH2:52]1. Given the product [CH3:57][CH:55]1[O:56][CH:51]([CH3:50])[CH2:52][N:53]([C:29]2[C:30]([F:49])=[CH:31][C:32]3[C:33]4[C:34]([C:39](=[O:48])[N:40]([C:42]5[CH:47]=[CH:46][CH:45]=[CH:44][CH:43]=5)[N:41]=4)=[CH:35][NH:36][C:37]=3[CH:38]=2)[CH2:54]1, predict the reactants needed to synthesize it. (3) The reactants are: [CH3:1][O:2][C:3]1[CH:8]=[CH:7][C:6]([N:9]2[C:13]([C:14]([OH:16])=O)=[CH:12][C:11]([CH3:17])=[N:10]2)=[CH:5][CH:4]=1.[CH:18]1([NH2:24])[CH2:23][CH2:22][CH2:21][CH2:20][CH2:19]1. Given the product [CH:18]1([NH:24][C:14]([C:13]2[N:9]([C:6]3[CH:5]=[CH:4][C:3]([O:2][CH3:1])=[CH:8][CH:7]=3)[N:10]=[C:11]([CH3:17])[CH:12]=2)=[O:16])[CH2:23][CH2:22][CH2:21][CH2:20][CH2:19]1, predict the reactants needed to synthesize it. (4) The reactants are: C(O)(C(F)(F)F)=O.[Cl:8][C:9]1[C:10]([CH3:49])=[C:11]([NH:15][C:16]([C:18]2[C:26]3[N:25]=[C:24]([NH:27][CH2:28][C:29]([O:31]C(C)(C)C)=[O:30])[NH:23][C:22]=3[CH:21]=[C:20]([NH:36][C:37]([C:39]3[CH:44]=[CH:43][CH:42]=[CH:41][C:40]=3[C:45]([F:48])([F:47])[F:46])=[O:38])[CH:19]=2)=[O:17])[CH:12]=[CH:13][CH:14]=1. Given the product [Cl:8][C:9]1[C:10]([CH3:49])=[C:11]([NH:15][C:16]([C:18]2[C:26]3[N:25]=[C:24]([NH:27][CH2:28][C:29]([OH:31])=[O:30])[NH:23][C:22]=3[CH:21]=[C:20]([NH:36][C:37]([C:39]3[CH:44]=[CH:43][CH:42]=[CH:41][C:40]=3[C:45]([F:46])([F:47])[F:48])=[O:38])[CH:19]=2)=[O:17])[CH:12]=[CH:13][CH:14]=1, predict the reactants needed to synthesize it. (5) Given the product [CH3:6][N:7]1[C:16]2[NH:15][C:14]3[CH:17]=[C:18]([CH3:21])[CH:19]=[CH:20][C:13]=3[N:12]([C:22]([C:24]3[CH:29]=[CH:28][C:27]([CH2:30][CH2:31][C:32]([N:34]4[CH2:39][CH2:38][N:37]([S:2]([CH3:1])(=[O:4])=[O:3])[CH2:36][CH2:35]4)=[O:33])=[C:26]([CH3:40])[CH:25]=3)=[O:23])[CH2:11][C:10]=2[CH:9]=[N:8]1, predict the reactants needed to synthesize it. The reactants are: [CH3:1][S:2](Cl)(=[O:4])=[O:3].[CH3:6][N:7]1[C:16]2[NH:15][C:14]3[CH:17]=[C:18]([CH3:21])[CH:19]=[CH:20][C:13]=3[N:12]([C:22]([C:24]3[CH:29]=[CH:28][C:27]([CH2:30][CH2:31][C:32]([N:34]4[CH2:39][CH2:38][NH:37][CH2:36][CH2:35]4)=[O:33])=[C:26]([CH3:40])[CH:25]=3)=[O:23])[CH2:11][C:10]=2[CH:9]=[N:8]1. (6) Given the product [NH2:55][C:54]1[CH:49]=[CH:50][C:51]([NH:56][C:10]2[N:11]=[C:12]([CH3:13])[C:7]3[CH:6]=[CH:5][C:4](=[O:15])[N:3]([CH2:1][CH3:2])[C:8]=3[N:9]=2)=[CH:52][CH:53]=1, predict the reactants needed to synthesize it. The reactants are: [CH2:1]([N:3]1[C:8]2[N:9]=[C:10](O)[N:11]=[C:12]([CH3:13])[C:7]=2[CH:6]=[CH:5][C:4]1=[O:15])[CH3:2].C1CN([P+](ON2N=NC3C=CC=CC2=3)(N2CCCC2)N2CCCC2)CC1.F[P-](F)(F)(F)(F)F.[CH:49]1[C:54]([NH2:55])=[CH:53][CH:52]=[C:51]([NH2:56])[CH:50]=1.CCN(C(C)C)C(C)C.